Dataset: Catalyst prediction with 721,799 reactions and 888 catalyst types from USPTO. Task: Predict which catalyst facilitates the given reaction. (1) Reactant: [NH:1]1[C:9]2[C:4](=[CH:5][C:6]([O:10][C:11]3[C:20]4[C:15](=[CH:16][C:17]([O:23][CH2:24][CH2:25][CH2:26][N:27]5[CH2:32][CH2:31][N:30](C(OC(C)(C)C)=O)[CH2:29][CH2:28]5)=[C:18]([O:21][CH3:22])[CH:19]=4)[N:14]=[CH:13][N:12]=3)=[CH:7][N:8]=2)[CH:3]=[CH:2]1.FC(F)(F)C(O)=O. Product: [NH:1]1[C:9]2[C:4](=[CH:5][C:6]([O:10][C:11]3[C:20]4[C:15](=[CH:16][C:17]([O:23][CH2:24][CH2:25][CH2:26][N:27]5[CH2:32][CH2:31][NH:30][CH2:29][CH2:28]5)=[C:18]([O:21][CH3:22])[CH:19]=4)[N:14]=[CH:13][N:12]=3)=[CH:7][N:8]=2)[CH:3]=[CH:2]1. The catalyst class is: 4. (2) Reactant: [CH3:1][C:2]1[C:3]([N:9]2[CH2:14][CH2:13][N:12]([C:15]([C:17]3[CH:22]=[CH:21][C:20]([N:23]4[C:27]([CH3:29])([CH3:28])[CH2:26][N:25](CC5C=CC(OC)=CC=5)[C:24]4=[O:39])=[CH:19][C:18]=3[CH3:40])=[O:16])[CH2:11][CH2:10]2)=[N:4][CH:5]=[C:6]([CH3:8])[CH:7]=1. Product: [CH3:1][C:2]1[C:3]([N:9]2[CH2:10][CH2:11][N:12]([C:15]([C:17]3[CH:22]=[CH:21][C:20]([N:23]4[C:27]([CH3:28])([CH3:29])[CH2:26][NH:25][C:24]4=[O:39])=[CH:19][C:18]=3[CH3:40])=[O:16])[CH2:13][CH2:14]2)=[N:4][CH:5]=[C:6]([CH3:8])[CH:7]=1. The catalyst class is: 55. (3) The catalyst class is: 3. Reactant: [NH2:1][C:2]1[C:7]([N+:8]([O-:10])=[O:9])=[CH:6][CH:5]=[CH:4][C:3]=1[OH:11].[C:12]([O-])([O-])=O.[K+].[K+].CI.O. Product: [CH3:12][O:11][C:3]1[CH:4]=[CH:5][CH:6]=[C:7]([N+:8]([O-:10])=[O:9])[C:2]=1[NH2:1].